This data is from Experimentally validated miRNA-target interactions with 360,000+ pairs, plus equal number of negative samples. The task is: Binary Classification. Given a miRNA mature sequence and a target amino acid sequence, predict their likelihood of interaction. (1) The miRNA is mmu-miR-466g with sequence AUACAGACACAUGCACACACA. The protein sequence of the target gene is MAGAGGQHHPPGAAGGAAAGAGAAVTSAAASAGPGEDSSDSEAEQEGPQKLIRKVSTSGQIRTKTSIKEGQLLKQTSSFQRWKKRYFKLRGRTLYYAKDSKSLIFDEVDLSDASVAEASTKNANNSFTIITPFRRLMLCAENRKEMEDWISSLKSVQTREPYEVAQFNVEHFSGMHNWYACSHARPTFCNVCRESLSGVTSHGLSCEVCKFKAHKRCAVRATNNCKWTTLASIGKDIIEDEDGVAMPHQWLEGNLPVSAKCAVCDKTCGSVLRLQDWKCLWCKTMVHTACKDLYHPICPL.... Result: 0 (no interaction). (2) The miRNA is hsa-miR-548aq-3p with sequence CAAAAACUGCAAUUACUUUUGC. The protein sequence of the target gene is MAEPTVCSFLTKVLCAHGGRMFLKDLRGHVELSEARLRDVLQRAGPERFLLQEVETQEGLGDAEAEAAAGAVGGGGTSAWRVVAVSSVRLCARYQRGECQACDQLHFCRRHMLGKCPNRDCWSTCTLSHDIHTPVNMQVLKSHGLFGLNENQLRILLLQNDPCLLPEVCLLYNKGEALYGYCNLKDKCNKFHVCKSFVKGECKLQTCKRSHQLIHAASLKLLQDQGLNIPSVVNFQIISTYKHMKLHKMLENTDNSSPSTEHSQGLEKQGVHAAGAAEAGPLASVPAQSAKKPCPVSCEK.... Result: 1 (interaction).